Dataset: Forward reaction prediction with 1.9M reactions from USPTO patents (1976-2016). Task: Predict the product of the given reaction. (1) The product is: [CH2:1]([O:8][C:9]1[CH:17]=[CH:16][CH:15]=[C:14]2[C:10]=1[CH:11]=[CH:12][N:13]2[CH3:18])[C:2]1[CH:3]=[CH:4][CH:5]=[CH:6][CH:7]=1. Given the reactants [CH2:1]([O:8][C:9]1[CH:17]=[CH:16][CH:15]=[C:14]2[C:10]=1[CH:11]=[CH:12][NH:13]2)[C:2]1[CH:7]=[CH:6][CH:5]=[CH:4][CH:3]=1.[CH3:18]I.[H-].[Na+], predict the reaction product. (2) Given the reactants [CH3:1][O:2][C:3]1[CH:28]=[CH:27][C:6]([C:7]([NH:9][C:10]2[N:18]=[CH:17][N:16]=[C:15]3[C:11]=2[N:12]=[CH:13][N:14]3[CH2:19][C:20](OC(C)(C)C)=[O:21])=[O:8])=[CH:5][CH:4]=1.C(O)(C(F)(F)F)=O, predict the reaction product. The product is: [CH3:1][O:2][C:3]1[CH:4]=[CH:5][C:6]([C:7]([NH:9][C:10]2[N:18]=[CH:17][N:16]=[C:15]3[C:11]=2[N:12]=[CH:13][N:14]3[CH:19]=[C:20]=[O:21])=[O:8])=[CH:27][CH:28]=1. (3) Given the reactants C(OC([N:8]1[CH2:12][CH2:11][C@H:10]([CH:13]([O:18][C:19]2[C:20]([CH3:27])=[N:21][C:22]([NH:25][CH3:26])=[CH:23][CH:24]=2)[CH2:14][CH:15]([CH3:17])[CH3:16])[CH2:9]1)=O)(C)(C)C.Cl, predict the reaction product. The product is: [CH3:27][C:20]1[C:19]([O:18][CH:13]([C@H:10]2[CH2:11][CH2:12][NH:8][CH2:9]2)[CH2:14][CH:15]([CH3:17])[CH3:16])=[CH:24][CH:23]=[C:22]([NH:25][CH3:26])[N:21]=1. (4) Given the reactants [CH3:1][O:2]/[N:3]=[C:4](\[C:11]1[C:12]([Cl:20])=[C:13]2[CH:19]=[CH:18][NH:17][C:14]2=[N:15][CH:16]=1)/[C:5]1[CH:10]=[CH:9][CH:8]=[CH:7][CH:6]=1.[H-].[Na+].Br[CH2:24][CH2:25][O:26][C:27]1[CH:32]=[CH:31][C:30]([CH2:33][CH:34]([O:39][CH2:40][C:41]([F:44])([F:43])[F:42])[C:35]([O:37][CH3:38])=[O:36])=[CH:29][CH:28]=1.[I-].[K+], predict the reaction product. The product is: [Cl:20][C:12]1[C:11](/[C:4](=[N:3]\[O:2][CH3:1])/[C:5]2[CH:6]=[CH:7][CH:8]=[CH:9][CH:10]=2)=[CH:16][N:15]=[C:14]2[N:17]([CH2:24][CH2:25][O:26][C:27]3[CH:28]=[CH:29][C:30]([CH2:33][CH:34]([O:39][CH2:40][C:41]([F:42])([F:43])[F:44])[C:35]([O:37][CH3:38])=[O:36])=[CH:31][CH:32]=3)[CH:18]=[CH:19][C:13]=12. (5) Given the reactants [Cl:1][C:2]1[C:3]([C:9]([NH:11][C:12]2[CH:17]=[CH:16][CH:15]=[CH:14][C:13]=2[CH2:18][C:19]([O:21]C(C)(C)C)=[O:20])=[O:10])=[N:4][C:5](Cl)=[CH:6][CH:7]=1.C(OC([NH:33][CH2:34][C:35]1[CH:36]=[C:37](B(O)O)[CH:38]=[CH:39][CH:40]=1)=O)(C)(C)C.C(OC(NCC1C=C(C2N=C(C(NC3C=CC=CC=3CC(OC(C)(C)C)=O)=O)C=C(Cl)C=2)C=CC=1)=O)(C)(C)C, predict the reaction product. The product is: [NH2:33][CH2:34][C:35]1[CH:40]=[C:39]([C:5]2[N:4]=[C:3]([C:9]([NH:11][C:12]3[CH:17]=[CH:16][CH:15]=[CH:14][C:13]=3[CH2:18][C:19]([OH:21])=[O:20])=[O:10])[C:2]([Cl:1])=[CH:7][CH:6]=2)[CH:38]=[CH:37][CH:36]=1. (6) Given the reactants Cl[C:2]1[CH:16]=[CH:15][C:5]([O:6][CH2:7][C:8]([O:10]C(C)(C)C)=[O:9])=[C:4]([CH2:17][OH:18])[CH:3]=1.O[C:20]1C=CC(C)=CC=1C=O, predict the reaction product. The product is: [CH:17]([C:4]1[CH:3]=[C:2]([CH3:20])[CH:16]=[CH:15][C:5]=1[O:6][CH2:7][C:8]([OH:10])=[O:9])=[O:18]. (7) Given the reactants [CH3:1][S:2]([C:5]1[CH:6]=[C:7]([CH2:15]O)[CH:8]=[C:9]([C:11]([F:14])([F:13])[F:12])[CH:10]=1)(=[O:4])=[O:3].C1(P(C2C=CC=CC=2)C2C=CC=CC=2)C=CC=CC=1.C1C(=O)N([Br:43])C(=O)C1.O, predict the reaction product. The product is: [Br:43][CH2:15][C:7]1[CH:8]=[C:9]([C:11]([F:14])([F:13])[F:12])[CH:10]=[C:5]([S:2]([CH3:1])(=[O:4])=[O:3])[CH:6]=1. (8) The product is: [C:41]([N:24]1[CH2:23][CH2:22][CH:21]([NH:20][C:17]2[CH:18]=[N:19][C:11]([O:10][C:9]3[CH:27]=[CH:28][C:6]([O:5][C:4]4[CH:29]=[CH:30][CH:31]=[C:2]([F:1])[CH:3]=4)=[CH:7][CH:8]=3)=[C:12]([CH:16]=2)[C:13]([NH2:15])=[O:14])[CH2:26][CH2:25]1)(=[O:44])[CH:42]=[CH2:43]. Given the reactants [F:1][C:2]1[CH:3]=[C:4]([CH:29]=[CH:30][CH:31]=1)[O:5][C:6]1[CH:28]=[CH:27][C:9]([O:10][C:11]2[N:19]=[CH:18][C:17]([NH:20][CH:21]3[CH2:26][CH2:25][NH:24][CH2:23][CH2:22]3)=[CH:16][C:12]=2[C:13]([NH2:15])=[O:14])=[CH:8][CH:7]=1.C(N(CC)C(C)C)(C)C.[C:41](Cl)(=[O:44])[CH:42]=[CH2:43], predict the reaction product. (9) Given the reactants [Li]CCCC.C(NC(C)C)(C)C.[Cl:13][C:14]1[CH:19]=[CH:18][N:17]=[CH:16][CH:15]=1.[CH2:20]([O:22]C=O)C, predict the reaction product. The product is: [Cl:13][C:14]1[CH:19]=[CH:18][N:17]=[CH:16][C:15]=1[CH:20]=[O:22]. (10) Given the reactants [Br:1][C:2]1[N:7]=[CH:6][C:5]([NH2:8])=[CH:4][N:3]=1.[CH3:9][C:10]([O:13][C:14](O[C:14]([O:13][C:10]([CH3:12])([CH3:11])[CH3:9])=[O:15])=[O:15])([CH3:12])[CH3:11], predict the reaction product. The product is: [Br:1][C:2]1[N:7]=[CH:6][C:5]([NH:8][C:14](=[O:15])[O:13][C:10]([CH3:12])([CH3:11])[CH3:9])=[CH:4][N:3]=1.